Dataset: Drug-target binding data from BindingDB using IC50 measurements. Task: Regression. Given a target protein amino acid sequence and a drug SMILES string, predict the binding affinity score between them. We predict pIC50 (pIC50 = -log10(IC50 in M); higher means more potent). Dataset: bindingdb_ic50. (1) The drug is CCOc1cccc(-c2cc(C#N)ccc2COC(c2ccc(C#N)cc2)c2cncn2C)c1. The target protein (P49354) has sequence MAATEGVGEAAQGGEPGQPAQPPPQPHPPPPQQQHKEEMAAEAGEAVASPMDDGFVSLDSPSYVLYRDRAEWADIDPVPQNDGPNPVVQIIYSDKFRDVYDYFRAVLQRDERSERAFKLTRDAIELNAANYTVWHFRRVLLKSLQKDLHEEMNYITAIIEEQPKNYQVWHHRRVLVEWLRDPSQELEFIADILNQDAKNYHAWQHRQWVIQEFKLWDNELQYVDQLLKEDVRNNSVWNQRYFVISNTTGYNDRAVLEREVQYTLEMIKLVPHNESAWNYLKGILQDRGLSKYPNLLNQLLDLQPSHSSPYLIAFLVDIYEDMLENQCDNKEDILNKALELCEILAKEKDTIRKEYWRYIGRSLQSKHSTENDSPTNVQQ. The pIC50 is 9.1. (2) The compound is O=C(NCc1ccccc1)Nc1ccc2nnsc2c1. The target protein sequence is MCSLASGATGGRGAVENEEDLPELSDSGDEAAWEDEDDADLPHGKQQTPCLFCNRLFTSAEETFSHCKSEHQFNIDSMVHKHGLEFYGYIKLINFIRLKNPTVEYMNSIYNPVPWEKEEYLKPVLEDDLLLQFDVEDLYEPVSVPFSYPNGLSENTSVVEKLKHMEARALSAEAALARAREDLQKMKQFAQDFVMHTDVRTCSSSTSVIADLQEDEDGVYFSSYGHYGIHEEMLKDKIRTESYRDFIYQNPHIFKDKVVLDVGCGTGILSMFAAKAGAKKVLGVDQSEILYQAMDIIRLNKLEDTITLIKGKIEEVHLPVEKVDVIISEWMGYFLLFESMLDSVLYAKNKYLAKGGSVYPDICTISLVAVSDVNKHADRIAFWDDVYGFKMSCMKKAVIPEAVVEVLDPKTLISEPCGIKHIDCHTTSISDLEFSSDFTLKITRTSMCTAIAGYFDIYFEKNCHNRVVFSTGPQSTKTHWKQTVFLLEKPFSVKAGEALK.... The pIC50 is 4.6. (3) The target protein (Q53H47) has sequence MFAEAAKTTRPCGMAEFKEKPEAPTEQLDVACGQENLPVGAWPPGAAPAPFQYTPDHVVGPGADIDPTQITFPGCICVKTPCLPGTCSCLRHGENYDDNSCLRDIGSGGKYAEPVFECNVLCRCSDHCRNRVVQKGLQFHFQVFKTHKKGWGLRTLEFIPKGRFVCEYAGEVLGFSEVQRRIHLQTKSDSNYIIAIREHVYNGQVMETFVDPTYIGNIGRFLNHSCEPNLLMIPVRIDSMVPKLALFAAKDIVPEEELSYDYSGRYLNLTVSEDKERLDHGKLRKPCYCGAKSCTAFLPFDSSLYCPVEKSNISCGNEKEPSMCGSAPSVFPSCKRLTLETMKMMLDKKQIRAIFLFEFKMGRKAAETTRNINNAFGPGTANERTVQWWFKKFCKGDESLEDEERSGRPSEVDNDQLRAIIEADPLTTTREVAEELNVNHSTVVRHLKQIGKVKKLDKWVPHELTENQKNRRFEVSSSLILRNHNEPFLDRIVTCDEKWI.... The pIC50 is 4.0. The drug is CCCc1cc(C)[nH]c(=O)c1CNC(=O)c1cc(-c2ccnc(N3CCN(C)CC3)c2)cc2c1cnn2C(C)C. (4) The drug is COC(=O)CC(SCC(NC(=O)CCC(N)C(=O)O)C(=O)NCC(=O)O)C(=O)N[C@@H]1CC[C@@]2(O)C3Cc4ccc(O)c5c4[C@@]2(CCN3CC2CC2)[C@H]1O5. The target protein (P97266) has sequence YTKMKTATNIYIFNLALADALATSTLPFQSVNYLMGTWPFGTILCKIVISIDYYNMFTSIFTLCTMSVDRYIAVCHPVKALDFRTPRNAKTVNVCNWI. The pIC50 is 7.4. (5) The target protein (Q90YJ9) has sequence MPDLEKDMQKKEKDSRSKDEPAVPKLPVPPLQQTLQMYLQCMKHLVPEEQFRKTKSIVEQFGVAGGLGESLQLILEERREETTNWVFNYWLDDMYLNNRLALPVNSSPAIIFARQNFKDVNDQLRFAANLISGVQDYKALLDSHALPVDFARGQLSGQPLCMKQYYGLFSSYRLPGHTKDTLVAQKSCVMPEPEHIIVACNNQLFVLDVGINFRRLSEGDLFTQLRKIAKMAENEEEMLPPIGLLTTDGRTEWAEARTILMKDSTNRDSLDMIERCICLVCLDGTSGVELNDTNMALQLLHGGGYHKNGANRWYDKPMQFVVGRDGVCGTVCEHSPFDGIVLVQCTEHLLKHMKESSKKLLRADSVSELPAPRRLRWKCSPEIQAHLASSAEKLQRIVKNLDFIAYKFVNYGKEFIKKQKTSPDAYIQVALQLAFYRCHRRLVPTYESASIRRFDEGRVDNIRSATAEAFAFVKAMIDDKPALSDSEKMQRFKDAIAAQT.... The pIC50 is 4.2. The small molecule is CCC[n+]1ccc(/C=C/c2cccc3ccccc23)cc1.